This data is from Full USPTO retrosynthesis dataset with 1.9M reactions from patents (1976-2016). The task is: Predict the reactants needed to synthesize the given product. (1) Given the product [C:45]([C:47]1[CH:48]=[C:49]([CH:52]=[CH:53][CH:54]=1)[CH2:50][N:8]1[CH2:13][CH2:12][CH:11]([C:14]2[CH:19]=[CH:18][C:17]([NH:20][C:21]([C:23]3[C:24]([C:29]4[CH:30]=[CH:31][C:32]([C:35]([F:36])([F:37])[F:38])=[CH:33][CH:34]=4)=[CH:25][CH:26]=[CH:27][CH:28]=3)=[O:22])=[CH:16][CH:15]=2)[CH2:10][CH2:9]1)#[N:46], predict the reactants needed to synthesize it. The reactants are: FC(F)(F)C(O)=O.[NH:8]1[CH2:13][CH2:12][CH:11]([C:14]2[CH:19]=[CH:18][C:17]([NH:20][C:21]([C:23]3[C:24]([C:29]4[CH:34]=[CH:33][C:32]([C:35]([F:38])([F:37])[F:36])=[CH:31][CH:30]=4)=[CH:25][CH:26]=[CH:27][CH:28]=3)=[O:22])=[CH:16][CH:15]=2)[CH2:10][CH2:9]1.C([O-])([O-])=O.[K+].[K+].[C:45]([C:47]1[CH:48]=[C:49]([CH:52]=[CH:53][CH:54]=1)[CH2:50]Br)#[N:46]. (2) Given the product [CH2:1]([O:5][CH2:6][CH2:7][O:8][C:9]1[CH:10]=[CH:11][C:12]([C:15]2[CH:16]=[C:17]3[O:28][CH2:27][CH2:26][N:25]4[C:18]3=[C:19]([CH:34]=2)[CH:20]=[C:21]([C:29]([OH:31])=[O:30])[CH2:22][CH2:23][CH2:24]4)=[CH:13][CH:14]=1)[CH2:2][CH2:3][CH3:4], predict the reactants needed to synthesize it. The reactants are: [CH2:1]([O:5][CH2:6][CH2:7][O:8][C:9]1[CH:14]=[CH:13][C:12]([C:15]2[CH:16]=[C:17]3[O:28][CH2:27][CH2:26][N:25]4[C:18]3=[C:19]([CH:34]=2)[CH:20]=[C:21]([C:29]([O:31]CC)=[O:30])[CH2:22][CH2:23][CH2:24]4)=[CH:11][CH:10]=1)[CH2:2][CH2:3][CH3:4].[OH-].[Na+].Cl. (3) Given the product [Br:11][C:12]1[CH:13]=[N:14][N:15]([C:17]([CH3:25])([CH3:24])[CH2:18][CH2:19][OH:20])[CH:16]=1, predict the reactants needed to synthesize it. The reactants are: [H-].C([Al+]CC(C)C)C(C)C.[Br:11][C:12]1[CH:13]=[N:14][N:15]([C:17]([CH3:25])([CH3:24])[CH2:18][C:19](OCC)=[O:20])[CH:16]=1. (4) Given the product [S:23]1[CH:27]=[CH:26][C:25]([C:53]2[CH:52]=[CH:51][C:50]([CH:6]([CH3:3])[CH2:7][NH2:12])=[CH:55][CH:54]=2)=[CH:24]1, predict the reactants needed to synthesize it. The reactants are: S1C=C[C:3]([C:6]2C=CC=C[C:7]=2[NH:12]CCCC(OC(C)(C)C)=O)=C1.[S:23]1[CH:27]=[CH:26][C:25](B(O)O)=[CH:24]1.C(=O)([O-])[O-].[K+].[K+].[C:50]1(P([C:50]2[CH:55]=[CH:54][CH:53]=[CH:52][CH:51]=2)[C:50]2[CH:55]=[CH:54][CH:53]=[CH:52][CH:51]=2)[CH:55]=[CH:54][CH:53]=[CH:52][CH:51]=1.